Dataset: Catalyst prediction with 721,799 reactions and 888 catalyst types from USPTO. Task: Predict which catalyst facilitates the given reaction. (1) Product: [ClH:44].[ClH:44].[CH:1]([O:4][C:5]([C:7]1[CH:8]([C:35]2[CH:40]=[CH:39][CH:38]=[C:37]([N+:41]([O-:43])=[O:42])[CH:36]=2)[C:9]([C:15]([O:17][CH:18]2[CH2:19][N:20]([CH:22]([C:29]3[CH:34]=[CH:33][CH:32]=[CH:31][CH:30]=3)[C:23]3[CH:28]=[CH:27][CH:26]=[CH:25][CH:24]=3)[CH2:21]2)=[O:16])=[C:10]([NH2:14])[NH:11][C:12]=1[CH3:13])=[O:6])([CH3:3])[CH3:2]. The catalyst class is: 22. Reactant: [CH:1]([O:4][C:5]([C:7]1[CH:8]([C:35]2[CH:40]=[CH:39][CH:38]=[C:37]([N+:41]([O-:43])=[O:42])[CH:36]=2)[C:9]([C:15]([O:17][CH:18]2[CH2:21][N:20]([CH:22]([C:29]3[CH:34]=[CH:33][CH:32]=[CH:31][CH:30]=3)[C:23]3[CH:28]=[CH:27][CH:26]=[CH:25][CH:24]=3)[CH2:19]2)=[O:16])=[C:10]([NH2:14])[NH:11][C:12]=1[CH3:13])=[O:6])([CH3:3])[CH3:2].[ClH:44]. (2) Reactant: [C:1]([O:5][C:6](=[O:9])[CH2:7][NH2:8])([CH3:4])([CH3:3])[CH3:2].[CH3:10][O:11][C:12](=[O:19])[C:13]([CH3:18])([CH3:17])[CH2:14][CH:15]=O. Product: [CH3:10][O:11][C:12](=[O:19])[C:13]([CH3:18])([CH3:17])[CH2:14]/[CH:15]=[N:8]/[CH2:7][C:6]([O:5][C:1]([CH3:4])([CH3:3])[CH3:2])=[O:9]. The catalyst class is: 2. (3) Reactant: [F:1][C:2]1[CH:3]=[CH:4][C:5]([O:43][CH3:44])=[C:6]([C:8]2[CH:13]=[CH:12][N:11]=[C:10]3[N:14](S(C4C=CC=CC=4)(=O)=O)[C:15]([C:17]4[CH2:22][CH2:21][N:20]([S:23]([CH2:26][C:27]([O:29]C(C)(C)C)=[O:28])(=[O:25])=[O:24])[CH2:19][CH:18]=4)=[CH:16][C:9]=23)[CH:7]=1.[OH-].[Na+]. Product: [F:1][C:2]1[CH:3]=[CH:4][C:5]([O:43][CH3:44])=[C:6]([C:8]2[CH:13]=[CH:12][N:11]=[C:10]3[NH:14][C:15]([C:17]4[CH2:22][CH2:21][N:20]([S:23]([CH2:26][C:27]([OH:29])=[O:28])(=[O:25])=[O:24])[CH2:19][CH:18]=4)=[CH:16][C:9]=23)[CH:7]=1. The catalyst class is: 6. (4) Reactant: COC(C1C=CC(C2C(C)(C)[C@H]3[C@](C)(CC=2)[C@@H]2[C@](C)([C@@]4(C)[C@H](CC2)[C@H]2[C@H](C([CH2:35][O:36][CH2:37][CH2:38][N:39]5[CH2:44][CH2:43][O:42][CH2:41][CH2:40]5)=C)CC[C@]2(C(O)=O)CC4)CC3)=CC=1)=O.C(Cl)(=O)C(Cl)=O.Cl[C:59]([C@:61]12[CH2:96][CH2:95][C@@H:94]([C:97](COCCN3CCOCC3)=[CH2:98])[C@@H:62]1[C@@H:63]1[C@@:76]([CH3:79])([CH2:77][CH2:78]2)[C@@:75]2([CH3:80])[C@@H:66]([C@:67]3([CH3:93])[C@@H:72]([CH2:73][CH2:74]2)[C:71]([CH3:82])([CH3:81])[C:70]([C:83]2[CH:92]=[CH:91][C:86]([C:87]([O:89][CH3:90])=[O:88])=[CH:85][CH:84]=2)=[CH:69][CH2:68]3)[CH2:65][CH2:64]1)=[O:60].Cl.[NH2:110][CH2:111][CH2:112][C:113]([O:115][CH2:116][CH3:117])=[O:114].C(N(C(C)C)CC)(C)C. Product: [CH2:116]([O:115][C:113](=[O:114])[CH2:112][CH2:111][NH:110][C:59]([C@:61]12[CH2:96][CH2:95][C@@H:94]([C:97]([CH2:35][O:36][CH2:37][CH2:38][N:39]3[CH2:40][CH2:41][O:42][CH2:43][CH2:44]3)=[CH2:98])[C@@H:62]1[C@@H:63]1[C@@:76]([CH3:79])([CH2:77][CH2:78]2)[C@@:75]2([CH3:80])[C@@H:66]([C@:67]3([CH3:93])[C@@H:72]([CH2:73][CH2:74]2)[C:71]([CH3:82])([CH3:81])[C:70]([C:83]2[CH:84]=[CH:85][C:86]([C:87]([O:89][CH3:90])=[O:88])=[CH:91][CH:92]=2)=[CH:69][CH2:68]3)[CH2:65][CH2:64]1)=[O:60])[CH3:117]. The catalyst class is: 26. (5) Reactant: [CH3:1][O:2][C:3]1[CH:8]=[C:7]([O:9][C:10]([F:13])([F:12])[F:11])[CH:6]=[CH:5][C:4]=1[C:14](=O)[C:15](=O)[CH3:16].S(O)(O)(=O)=O.[NH2:24][C:25]1[C:29]([NH2:30])=[C:28]([OH:31])[NH:27][N:26]=1. Product: [CH3:1][O:2][C:3]1[CH:8]=[C:7]([O:9][C:10]([F:13])([F:12])[F:11])[CH:6]=[CH:5][C:4]=1[C:14]1[N:30]=[C:29]2[C:28]([OH:31])=[N:27][NH:26][C:25]2=[N:24][C:15]=1[CH3:16]. The catalyst class is: 5. (6) Reactant: [CH:1]([C:3]1[CH:8]=[CH:7][C:6](/[CH:9]=[CH:10]/[C:11]([NH:13][C:14]2[CH:19]=[C:18]([C:20]3[S:21][CH:22]=[CH:23][CH:24]=3)[CH:17]=[CH:16][C:15]=2[NH:25]C(=O)OC(C)(C)C)=[O:12])=[CH:5][CH:4]=1)=O.[NH2:33][CH2:34][CH2:35][NH:36][C:37](=[O:39])[CH3:38].[BH-](OC(C)=O)(OC(C)=O)OC(C)=O.[Na+]. Product: [C:37]([NH:36][CH2:35][CH2:34][NH:33][CH2:1][C:3]1[CH:8]=[CH:7][C:6](/[CH:9]=[CH:10]/[C:11]([NH:13][C:14]2[CH:19]=[C:18]([C:20]3[S:21][CH:22]=[CH:23][CH:24]=3)[CH:17]=[CH:16][C:15]=2[NH2:25])=[O:12])=[CH:5][CH:4]=1)(=[O:39])[CH3:38]. The catalyst class is: 68.